From a dataset of Catalyst prediction with 721,799 reactions and 888 catalyst types from USPTO. Predict which catalyst facilitates the given reaction. (1) Reactant: Br[CH2:2][C:3]([F:13])([F:12])[O:4][C:5]1[C:6]([NH2:11])=[N:7][CH:8]=[CH:9][CH:10]=1. Product: [F:13][C:3]([F:12])([O:4][C:5]1[C:6]([NH2:11])=[N:7][CH:8]=[CH:9][CH:10]=1)[CH3:2]. The catalyst class is: 29. (2) Reactant: C(OC([N:8]1[CH2:11][CH:10]([OH:12])[CH2:9]1)=O)(C)(C)C.[F:13][C:14]([F:19])([F:18])[C:15]([OH:17])=[O:16]. Product: [F:13][C:14]([F:19])([F:18])[C:15]([OH:17])=[O:16].[NH:8]1[CH2:11][CH:10]([OH:12])[CH2:9]1. The catalyst class is: 2. (3) Reactant: [Cl:1][C:2]1[C:3]([C:19]2[C:27]3[C:22](=[CH:23][CH:24]=[CH:25][CH:26]=3)[NH:21][CH:20]=2)=[N:4][C:5]([NH:8][C@@H:9]2[CH2:14][N:13]([CH3:15])[CH2:12][C@@H:11]([C:16](O)=[O:17])[CH2:10]2)=[N:6][CH:7]=1.C(Cl)(=O)OC(C)C.N#N.[NH2:37][C:38]1[CH:43]=[CH:42][C:41]([NH:44][C:45](=[O:51])[O:46][C:47]([CH3:50])([CH3:49])[CH3:48])=[CH:40][CH:39]=1. Product: [Cl:1][C:2]1[C:3]([C:19]2[C:27]3[C:22](=[CH:23][CH:24]=[CH:25][CH:26]=3)[NH:21][CH:20]=2)=[N:4][C:5]([NH:8][C@@H:9]2[CH2:14][N:13]([CH3:15])[CH2:12][C@@H:11]([C:16]([NH:37][C:38]3[CH:39]=[CH:40][C:41]([NH:44][C:45](=[O:51])[O:46][C:47]([CH3:49])([CH3:48])[CH3:50])=[CH:42][CH:43]=3)=[O:17])[CH2:10]2)=[N:6][CH:7]=1. The catalyst class is: 76. (4) Reactant: [Br-].[N:2]1[CH:7]=[CH:6][CH:5]=[CH:4][CH:3]=1.N1C=CN=C1.[CH3:13][CH2:14][CH2:15][CH2:16][N+]([CH2:13][CH2:14][CH2:15][CH3:16])([CH2:13][CH2:14][CH2:15][CH3:16])[CH2:13][CH2:14][CH2:15][CH3:16].[F-]. Product: [NH:2]1[C:7]2[C:6](=[CH:13][CH:14]=[CH:15][CH:16]=2)[CH2:5][CH2:4][CH2:3]1. The catalyst class is: 410. (5) Reactant: [CH3:1][O:2][C:3]([C:5]1[O:6][C:7]2[CH:13]=[CH:12][C:11]([O:14]C)=[CH:10][C:8]=2[CH:9]=1)=[O:4].B(Br)(Br)Br. Product: [CH3:1][O:2][C:3]([C:5]1[O:6][C:7]2[CH:13]=[CH:12][C:11]([OH:14])=[CH:10][C:8]=2[CH:9]=1)=[O:4]. The catalyst class is: 2.